From a dataset of CYP2D6 inhibition data for predicting drug metabolism from PubChem BioAssay. Regression/Classification. Given a drug SMILES string, predict its absorption, distribution, metabolism, or excretion properties. Task type varies by dataset: regression for continuous measurements (e.g., permeability, clearance, half-life) or binary classification for categorical outcomes (e.g., BBB penetration, CYP inhibition). Dataset: cyp2d6_veith. (1) The molecule is CCC(=O)N(c1ccc(F)cc1)C1C=CS(=O)(=O)C1. The result is 0 (non-inhibitor). (2) The compound is COc1cc(C=C(C#N)C#N)cc(O)c1O. The result is 0 (non-inhibitor). (3) The compound is COc1ccccc1CNc1ncncc1-c1ccccc1Cl. The result is 1 (inhibitor).